Dataset: Forward reaction prediction with 1.9M reactions from USPTO patents (1976-2016). Task: Predict the product of the given reaction. (1) Given the reactants Cl[C:2]1[CH:3]=[C:4]2[C:9](=[CH:10][N:11]=1)[CH2:8][N:7]([C:12]1[C:17]([F:18])=[C:16]([O:19][CH3:20])[CH:15]=[C:14]([O:21][CH3:22])[C:13]=1[F:23])[C:6](=[O:24])[C:5]12[CH2:26][CH2:25]1.ClCCl.[CH3:30][N:31](C)C=O, predict the reaction product. The product is: [F:18][C:17]1[C:16]([O:19][CH3:20])=[CH:15][C:14]([O:21][CH3:22])=[C:13]([F:23])[C:12]=1[N:7]1[C:6](=[O:24])[C:5]2([CH2:26][CH2:25]2)[C:4]2[C:9](=[CH:10][N:11]=[C:2]([C:30]#[N:31])[CH:3]=2)[CH2:8]1. (2) Given the reactants [F:1][C:2]1[CH:3]=[C:4]([CH2:11][C:12]([OH:14])=O)[CH:5]=[C:6]([O:9][CH3:10])[C:7]=1[F:8].Cl.CN(C)CCCN=C=NCC.ON1C2C=CC=CC=2N=N1.[CH2:37]([O:44][C:45]1[CH:54]=[CH:53][C:48]([C:49]([NH:51][NH2:52])=[O:50])=[C:47]([CH2:55][CH3:56])[C:46]=1[CH3:57])[C:38]1[CH:43]=[CH:42][CH:41]=[CH:40][CH:39]=1, predict the reaction product. The product is: [F:1][C:2]1[CH:3]=[C:4]([CH2:11][C:12]([NH:52][NH:51][C:49](=[O:50])[C:48]2[CH:53]=[CH:54][C:45]([O:44][CH2:37][C:38]3[CH:39]=[CH:40][CH:41]=[CH:42][CH:43]=3)=[C:46]([CH3:57])[C:47]=2[CH2:55][CH3:56])=[O:14])[CH:5]=[C:6]([O:9][CH3:10])[C:7]=1[F:8]. (3) Given the reactants [H-].[H-].[H-].[H-].[Li+].[Al+3].[F:7][C:8]1[CH:9]=[CH:10][C:11]2[O:16][CH2:15][C:14](=O)[NH:13][C:12]=2[CH:18]=1, predict the reaction product. The product is: [F:7][C:8]1[CH:9]=[CH:10][C:11]2[O:16][CH2:15][CH2:14][NH:13][C:12]=2[CH:18]=1. (4) Given the reactants [CH:1]1([C:4]2[N:5]=[C:6]3[CH:11]=[CH:10][C:9]([N+:12]([O-])=O)=[CH:8][N:7]3[C:15]=2[CH3:16])[CH2:3][CH2:2]1.[CH3:17][C:18]1[CH:19]=[CH:20][C:21]([C:24]2[CH:29]=[CH:28][C:27]([C:30](O)=[O:31])=[CH:26][CH:25]=2)=[N:22][CH:23]=1, predict the reaction product. The product is: [CH:1]1([C:4]2[N:5]=[C:6]3[CH:11]=[CH:10][C:9]([NH:12][C:30](=[O:31])[C:27]4[CH:28]=[CH:29][C:24]([C:21]5[CH:20]=[CH:19][C:18]([CH3:17])=[CH:23][N:22]=5)=[CH:25][CH:26]=4)=[CH:8][N:7]3[C:15]=2[CH3:16])[CH2:3][CH2:2]1. (5) Given the reactants CO[C:3]1[CH:12]=[C:11]2[C:6]([CH:7]=[CH:8][CH:9]=[C:10]2[OH:13])=[CH:5][CH:4]=1.[Br:14]N1C(=O)CCC1=O.O.C(OCC)(=O)C, predict the reaction product. The product is: [Br:14][C:9]1[CH:8]=[CH:7][C:6]2[C:11](=[CH:12][CH:3]=[CH:4][CH:5]=2)[C:10]=1[OH:13]. (6) Given the reactants CO.[Cl:3][C:4]1[CH:5]=[C:6]([C:10]2[CH:22]=[CH:21][C:13]([C:14]([O:16][C:17]([CH3:20])([CH3:19])[CH3:18])=[O:15])=[C:12]([N+:23]([O-])=O)[CH:11]=2)[CH:7]=[CH:8][CH:9]=1, predict the reaction product. The product is: [NH2:23][C:12]1[CH:11]=[C:10]([C:6]2[CH:7]=[CH:8][CH:9]=[C:4]([Cl:3])[CH:5]=2)[CH:22]=[CH:21][C:13]=1[C:14]([O:16][C:17]([CH3:19])([CH3:20])[CH3:18])=[O:15]. (7) The product is: [N:36]([CH2:2][CH2:3][CH2:4][S:5]([O:8][CH2:9][C:10]([CH3:35])([CH3:34])[CH:11]([O:26][CH2:27][C:28]1[CH:33]=[CH:32][CH:31]=[CH:30][CH:29]=1)[C:12]([O:14][CH2:15][CH2:16][O:17][C:18](=[O:25])[C:19]1[CH:24]=[CH:23][CH:22]=[CH:21][CH:20]=1)=[O:13])(=[O:7])=[O:6])=[N+:37]=[N-:38]. Given the reactants Cl[CH2:2][CH2:3][CH2:4][S:5]([O:8][CH2:9][C:10]([CH3:35])([CH3:34])[CH:11]([O:26][CH2:27][C:28]1[CH:33]=[CH:32][CH:31]=[CH:30][CH:29]=1)[C:12]([O:14][CH2:15][CH2:16][O:17][C:18](=[O:25])[C:19]1[CH:24]=[CH:23][CH:22]=[CH:21][CH:20]=1)=[O:13])(=[O:7])=[O:6].[N-:36]=[N+:37]=[N-:38].[Na+], predict the reaction product. (8) Given the reactants [Cl:1][C:2]1[CH:7]=[C:6]([Cl:8])[C:5]([CH2:9]Cl)=[CH:4][N:3]=1.ClC1C(C[N:19]([C:23]2[CH:28]=[CH:27][CH:26]=[CH:25][C:24]=2[CH:29]=[CH2:30])[C:20](=[O:22])[CH3:21])=CC(F)=C(Cl)N=1, predict the reaction product. The product is: [Cl:8][C:6]1[CH:7]=[C:2]([Cl:1])[N:3]=[CH:4][C:5]=1[CH2:9][N:19]([C:23]1[CH:28]=[CH:27][CH:26]=[CH:25][C:24]=1[CH:29]=[CH2:30])[C:20](=[O:22])[CH3:21]. (9) Given the reactants Cl.[O:2]=[C:3]1[CH2:8][CH2:7][NH:6][CH2:5][CH:4]1[C:9]([O:11][CH3:12])=[O:10].[CH3:13][C:14]([O:17][C:18](O[C:18]([O:17][C:14]([CH3:16])([CH3:15])[CH3:13])=[O:19])=[O:19])([CH3:16])[CH3:15].C(N(CC)CC)C.[NH4+].[Cl-], predict the reaction product. The product is: [O:2]=[C:3]1[CH2:8][CH2:7][N:6]([C:18]([O:17][C:14]([CH3:16])([CH3:15])[CH3:13])=[O:19])[CH2:5][CH:4]1[C:9]([O:11][CH3:12])=[O:10].